This data is from Full USPTO retrosynthesis dataset with 1.9M reactions from patents (1976-2016). The task is: Predict the reactants needed to synthesize the given product. (1) The reactants are: [C:1]([O:9][C:10]1[CH:15]=[CH:14][C:13]([OH:16])=[CH:12][CH:11]=1)(=[O:8])[C:2]1[CH:7]=[CH:6][CH:5]=[CH:4][CH:3]=1.C(=O)([O-])[O-].[K+].[K+].[Cl:23][C:24]([Cl:28])=[CH:25][CH2:26]Cl.CN(C)C=O. Given the product [C:1]([O:9][C:10]1[CH:11]=[CH:12][C:13]([O:16][CH2:26][CH:25]=[C:24]([Cl:28])[Cl:23])=[CH:14][CH:15]=1)(=[O:8])[C:2]1[CH:3]=[CH:4][CH:5]=[CH:6][CH:7]=1, predict the reactants needed to synthesize it. (2) Given the product [CH2:1]([C:3]1[C:4]([C:8]([O:10][CH2:11][CH3:12])=[O:9])=[N:5][N:6]([CH:20]([CH3:22])[CH3:21])[N:7]=1)[CH3:2], predict the reactants needed to synthesize it. The reactants are: [CH2:1]([C:3]1[NH:7][N:6]=[N:5][C:4]=1[C:8]([O:10][CH2:11][CH3:12])=[O:9])[CH3:2].C(=O)([O-])[O-].[K+].[K+].I[CH:20]([CH3:22])[CH3:21]. (3) Given the product [Cl:55][C:56]1[CH:57]=[CH:58][C:59]([CH:62]([CH:6]2[CH2:7][CH2:8][N:9]([S:12]([C:15]3[C:19]([CH3:20])=[N:18][NH:17][C:16]=3[CH3:22])(=[O:13])=[O:14])[CH2:10][CH2:11]2)[CH:63]([F:64])[F:65])=[CH:60][CH:61]=1, predict the reactants needed to synthesize it. The reactants are: ClC1C=C(C=CC=1Cl)O[CH:6]1[CH2:11][CH2:10][N:9]([S:12]([C:15]2[C:16]([CH3:22])=[N:17][N:18](C)[C:19]=2[CH3:20])(=[O:14])=[O:13])[CH2:8][CH2:7]1.ClC1C=C(C=CC=1Cl)NCC1CCN(S(C2C(C)=NN(C)C=2C)(=O)=O)CC1.Cl.[Cl:55][C:56]1[CH:61]=[CH:60][C:59]([CH:62](C2CCNCC2)[CH:63]([F:65])[F:64])=[CH:58][CH:57]=1. (4) The reactants are: [NH2:1][C:2]1[O:6][N:5]=[C:4]([C:7]2[S:28][C:10]3=[CH:11][N:12]=[CH:13][C:14]([NH:15][C:16]4[CH:21]=[CH:20][C:19]([C:22]5[CH:27]=[CH:26][CH:25]=[CH:24][CH:23]=5)=[CH:18][CH:17]=4)=[C:9]3[CH:8]=2)[N:3]=1.[F:29][C:30]([F:41])([F:40])[C:31](O[C:31](=[O:32])[C:30]([F:41])([F:40])[F:29])=[O:32]. Given the product [C:19]1([C:22]2[CH:27]=[CH:26][CH:25]=[CH:24][CH:23]=2)[CH:18]=[CH:17][C:16]([NH:15][C:14]2[CH:13]=[N:12][CH:11]=[C:10]3[S:28][C:7]([C:4]4[N:3]=[C:2]([NH:1][C:31](=[O:32])[C:30]([F:41])([F:40])[F:29])[O:6][N:5]=4)=[CH:8][C:9]=23)=[CH:21][CH:20]=1, predict the reactants needed to synthesize it.